From a dataset of Peptide-MHC class I binding affinity with 185,985 pairs from IEDB/IMGT. Regression. Given a peptide amino acid sequence and an MHC pseudo amino acid sequence, predict their binding affinity value. This is MHC class I binding data. (1) The peptide sequence is PLALEGSLQ. The MHC is HLA-A03:01 with pseudo-sequence HLA-A03:01. The binding affinity (normalized) is 0.0807. (2) The peptide sequence is AYQPTRWFI. The MHC is HLA-B08:01 with pseudo-sequence HLA-B08:01. The binding affinity (normalized) is 0.0847. (3) The peptide sequence is KTRRYLPAI. The MHC is HLA-A30:01 with pseudo-sequence HLA-A30:01. The binding affinity (normalized) is 0.762. (4) The peptide sequence is LPSLIKTILA. The MHC is HLA-B51:01 with pseudo-sequence HLA-B51:01. The binding affinity (normalized) is 0.140. (5) The binding affinity (normalized) is 0. The peptide sequence is VVPAHPGL. The MHC is H-2-Db with pseudo-sequence H-2-Db. (6) The peptide sequence is AANEIRISK. The MHC is HLA-A01:01 with pseudo-sequence HLA-A01:01. The binding affinity (normalized) is 0.0847. (7) The peptide sequence is VLTSVDIET. The MHC is HLA-A68:02 with pseudo-sequence HLA-A68:02. The binding affinity (normalized) is 0.0265.